Dataset: Reaction yield outcomes from USPTO patents with 853,638 reactions. Task: Predict the reaction yield, written as a fraction of the theoretical maximum amount of product (1.0 means a 100% yield; for example, 0.34 means a 34% yield). (1) The product is [Cl:19][C:20]1[N:21]=[C:22]([NH:1][C:2]2[NH:3][N:4]=[C:5]([CH:7]3[CH2:9][CH2:8]3)[CH:6]=2)[C:23]2[CH:29]=[CH:28][CH:27]=[N:26][C:24]=2[N:25]=1. The reactants are [NH2:1][C:2]1[CH:6]=[C:5]([CH:7]2[CH2:9][CH2:8]2)[NH:4][N:3]=1.C(N(C(C)C)CC)(C)C.[Cl:19][C:20]1[N:21]=[C:22](Cl)[C:23]2[CH:29]=[CH:28][CH:27]=[N:26][C:24]=2[N:25]=1. The yield is 0.460. The catalyst is CCO. (2) The reactants are [NH2:1][C:2]1[CH:3]=[CH:4][CH:5]=[C:6]2[C:11]=1[N:10]=[CH:9][CH:8]=[CH:7]2.C(N(CC)CC)C.[Cl:19][C:20]([Cl:25])([Cl:24])[C:21](Cl)=[O:22]. The catalyst is ClCCl. The product is [Cl:19][C:20]([Cl:25])([Cl:24])[C:21]([NH:1][C:2]1[CH:3]=[CH:4][CH:5]=[C:6]2[C:11]=1[N:10]=[CH:9][CH:8]=[CH:7]2)=[O:22]. The yield is 0.990.